This data is from Full USPTO retrosynthesis dataset with 1.9M reactions from patents (1976-2016). The task is: Predict the reactants needed to synthesize the given product. Given the product [CH3:2][C:3]1([CH3:22])[CH2:7][C:6]2[CH:8]=[CH:9][CH:10]=[C:11]([CH2:12][N:13]3[CH2:14][CH2:15][C:16]4([CH2:19][N:18]([C:23](=[O:30])[C:24]5[CH:29]=[CH:28][N:27]=[CH:26][CH:25]=5)[CH2:17]4)[CH2:20][CH2:21]3)[C:5]=2[O:4]1, predict the reactants needed to synthesize it. The reactants are: Cl.[CH3:2][C:3]1([CH3:22])[CH2:7][C:6]2[CH:8]=[CH:9][CH:10]=[C:11]([CH2:12][N:13]3[CH2:21][CH2:20][C:16]4([CH2:19][NH:18][CH2:17]4)[CH2:15][CH2:14]3)[C:5]=2[O:4]1.[C:23](O)(=[O:30])[C:24]1[CH:29]=[CH:28][N:27]=[CH:26][CH:25]=1.CCN=C=NCCCN(C)C.C1C=CC2N(O)N=NC=2C=1.CCN(CC)CC.